Predict which catalyst facilitates the given reaction. From a dataset of Catalyst prediction with 721,799 reactions and 888 catalyst types from USPTO. (1) Reactant: [CH:1]([C:4]1[C:9](=[O:10])[NH:8][C:7](=[O:11])[NH:6][C:5]=1[C:12]([C:14]1[CH:15]=[C:16]([CH:19]=[C:20]([CH3:22])[CH:21]=1)[C:17]#[N:18])=[O:13])([CH3:3])[CH3:2].C(=O)([O-])[O-].[K+].[K+].[I-].[Li+].[CH3:31][O:32][C:33](=[O:44])[CH2:34][C:35]1([CH2:38]OS(C)(=O)=O)[CH2:37][CH2:36]1. Product: [CH3:31][O:32][C:33](=[O:44])[CH2:34][C:35]1([CH2:38][N:6]2[C:5]([C:12](=[O:13])[C:14]3[CH:21]=[C:20]([CH3:22])[CH:19]=[C:16]([C:17]#[N:18])[CH:15]=3)=[C:4]([CH:1]([CH3:3])[CH3:2])[C:9](=[O:10])[NH:8][C:7]2=[O:11])[CH2:37][CH2:36]1. The catalyst class is: 3. (2) Reactant: [C:1]([O:5][C:6]([N:8]1[CH2:13][CH2:12][NH:11][CH2:10][CH2:9]1)=[O:7])([CH3:4])([CH3:3])[CH3:2].[C:14]1([C:20](=[CH2:24])[C:21]([OH:23])=[O:22])[CH:19]=[CH:18][CH:17]=[CH:16][CH:15]=1. Product: [C:1]([O:5][C:6]([N:8]1[CH2:13][CH2:12][N:11]([CH2:24][CH:20]([C:21]([OH:23])=[O:22])[C:14]2[CH:19]=[CH:18][CH:17]=[CH:16][CH:15]=2)[CH2:10][CH2:9]1)=[O:7])([CH3:4])([CH3:2])[CH3:3]. The catalyst class is: 32. (3) Reactant: [Cl:1][C:2]1[CH:7]=[C:6]([C:8]([O-:10])=[O:9])[CH:5]=[CH:4][C:3]=1[C:11]([O:13][CH3:14])=[O:12].O[N:16]1[C:20](=[O:21])[CH2:19][CH2:18][C:17]1=[O:22].C1(N=C=NC2CCCCC2)CCCCC1. Product: [Cl:1][C:2]1[CH:7]=[C:6]([CH:5]=[CH:4][C:3]=1[C:11]([O:13][CH3:14])=[O:12])[C:8]([O:10][N:16]1[C:20](=[O:21])[CH2:19][CH2:18][C:17]1=[O:22])=[O:9]. The catalyst class is: 7. (4) Reactant: Br[C:2]1[CH:3]=[N:4][CH:5]=[C:6]([CH2:8][O:9][CH3:10])[CH:7]=1.B([C:14]1[CH:19]=[CH:18][C:17]([C:20]([CH3:25])([CH3:24])[C:21]([OH:23])=[O:22])=[CH:16][CH:15]=1)(O)O.C([O-])([O-])=O.[K+].[K+]. Product: [CH3:10][O:9][CH2:8][C:6]1[CH:7]=[C:2]([C:14]2[CH:19]=[CH:18][C:17]([C:20]([CH3:25])([CH3:24])[C:21]([OH:23])=[O:22])=[CH:16][CH:15]=2)[CH:3]=[N:4][CH:5]=1. The catalyst class is: 108. (5) Reactant: BrCC(=O)C[C:5]1[CH:10]=[CH:9][CH:8]=CC=1.C(O[C:15]([C:17]1O[S:19][CH:20]=[CH:21][CH:22]=1)=O)C.[NH4+:23].[OH-].[CH3:25][C:26](=[O:30])[O:27][CH2:28][CH3:29]. Product: [CH2:22]([C:21]1[N:23]=[C:25]([C:26]([O:27][CH2:28][CH3:29])=[O:30])[S:19][CH:20]=1)[C:17]1[CH:15]=[CH:8][CH:9]=[CH:10][CH:5]=1. The catalyst class is: 40. (6) Reactant: [F:1][C:2]([F:18])([C:8]1[CH:13]=[CH:12][C:11]([C:14]([F:17])([F:16])[F:15])=[CH:10][N:9]=1)[C:3](OCC)=[O:4].[BH4-].[Na+]. Product: [F:18][C:2]([F:1])([C:8]1[CH:13]=[CH:12][C:11]([C:14]([F:15])([F:16])[F:17])=[CH:10][N:9]=1)[CH2:3][OH:4]. The catalyst class is: 8. (7) Reactant: [CH2:1]([N:5]([C:20]1[CH:25]=[CH:24][C:23]([O:26][CH3:27])=[CH:22][CH:21]=1)[S:6]([C:9]1[C:14]([F:15])=[C:13]([F:16])[C:12]([F:17])=[C:11]([F:18])[C:10]=1[F:19])(=[O:8])=[O:7])[CH2:2][CH:3]=[CH2:4].B.C1C[O:32]CC1.O.B(O[O-])=O.[Na+]. Product: [OH:32][CH2:4][CH2:3][CH2:2][CH2:1][N:5]([C:20]1[CH:21]=[CH:22][C:23]([O:26][CH3:27])=[CH:24][CH:25]=1)[S:6]([C:9]1[C:10]([F:19])=[C:11]([F:18])[C:12]([F:17])=[C:13]([F:16])[C:14]=1[F:15])(=[O:7])=[O:8]. The catalyst class is: 1.